From a dataset of NCI-60 drug combinations with 297,098 pairs across 59 cell lines. Regression. Given two drug SMILES strings and cell line genomic features, predict the synergy score measuring deviation from expected non-interaction effect. (1) Drug 1: C1CCC(CC1)NC(=O)N(CCCl)N=O. Drug 2: CCC1(CC2CC(C3=C(CCN(C2)C1)C4=CC=CC=C4N3)(C5=C(C=C6C(=C5)C78CCN9C7C(C=CC9)(C(C(C8N6C=O)(C(=O)OC)O)OC(=O)C)CC)OC)C(=O)OC)O.OS(=O)(=O)O. Cell line: MOLT-4. Synergy scores: CSS=67.8, Synergy_ZIP=4.29, Synergy_Bliss=4.85, Synergy_Loewe=-16.5, Synergy_HSA=4.22. (2) Drug 1: CC1C(C(CC(O1)OC2CC(OC(C2O)C)OC3=CC4=CC5=C(C(=O)C(C(C5)C(C(=O)C(C(C)O)O)OC)OC6CC(C(C(O6)C)O)OC7CC(C(C(O7)C)O)OC8CC(C(C(O8)C)O)(C)O)C(=C4C(=C3C)O)O)O)O. Drug 2: CC(C)(C#N)C1=CC(=CC(=C1)CN2C=NC=N2)C(C)(C)C#N. Cell line: NCI-H522. Synergy scores: CSS=50.8, Synergy_ZIP=-0.0842, Synergy_Bliss=-2.05, Synergy_Loewe=-1.01, Synergy_HSA=-1.74. (3) Drug 1: CC1OCC2C(O1)C(C(C(O2)OC3C4COC(=O)C4C(C5=CC6=C(C=C35)OCO6)C7=CC(=C(C(=C7)OC)O)OC)O)O. Drug 2: CC1=C(C(=CC=C1)Cl)NC(=O)C2=CN=C(S2)NC3=CC(=NC(=N3)C)N4CCN(CC4)CCO. Cell line: UACC-257. Synergy scores: CSS=3.77, Synergy_ZIP=1.57, Synergy_Bliss=2.67, Synergy_Loewe=-2.72, Synergy_HSA=-2.85. (4) Drug 1: C1CC(=O)NC(=O)C1N2CC3=C(C2=O)C=CC=C3N. Drug 2: CC1=C2C(C(=O)C3(C(CC4C(C3C(C(C2(C)C)(CC1OC(=O)C(C(C5=CC=CC=C5)NC(=O)C6=CC=CC=C6)O)O)OC(=O)C7=CC=CC=C7)(CO4)OC(=O)C)O)C)OC(=O)C. Cell line: NCI-H322M. Synergy scores: CSS=7.05, Synergy_ZIP=-1.18, Synergy_Bliss=-8.10, Synergy_Loewe=-68.3, Synergy_HSA=-6.49.